From a dataset of Experimentally validated miRNA-target interactions with 360,000+ pairs, plus equal number of negative samples. Binary Classification. Given a miRNA mature sequence and a target amino acid sequence, predict their likelihood of interaction. (1) The miRNA is hsa-miR-6864-5p with sequence UUGAAGGGACAAGUCAGAUAUGCC. The protein sequence of the target gene is MATLPAEPSAGPAAGGEAVAAAAATEEEEEEARQLLQTLQAAEGEAAAAAGAGAGAAAAGAEGPGSPGVPGSPPEAASEPPTGLRFSPEQVACVCEALLQAGHAGRLSRFLGALPPAERLRGSDPVLRARALVAFQRGEYAELYRLLESRPFPAAHHAFLQDLYLRARYHEAERARGRALGAVDKYRLRKKFPLPKTIWDGEETVYCFKERSRAALKACYRGNRYPTPDEKRRLATLTGLSLTQVSNWFKNRRQRDRTGAGGGAPCKSESDGNPTTEDESSRSPEDLERGAAPVSAEAAA.... Result: 0 (no interaction). (2) The miRNA is hsa-miR-4512 with sequence CAGGGCCUCACUGUAUCGCCCA. The protein sequence of the target gene is MEQPPASKSKLKKLSEDSLTKQPEEVFDVLEKLGEGSYGSVFKAIHKESGQVVAIKQVPVESDLQEIIKEISIMQQCDSPYVVKYYGSYFKNTDLWIVMEYCGAGSVSDIIRLRNKTLTEDEIATILKSTLKGLEYLHFMRKIHRDIKAGNILLNTEGHAKLADFGVAGQLTDTMAKRNTVIGTPFWMAPEVIQEIGYNCVADIWSLGITSIEMAEGKPPYADIHPMRAIFMIPTNPPPTFRKPELWSDDFTDFVKKCLVKSPEQRATATQLLQHPFIKNAKPVSILRDLIAEAMEIKAK.... Result: 0 (no interaction). (3) The miRNA is hsa-miR-1470 with sequence GCCCUCCGCCCGUGCACCCCG. The protein sequence of the target gene is MGNLPSAAKHCLNYQQLLREHLWSGDSVAGALDAAQEASQLPGLPEYVKIVEVGPRDGLQNEKVIVPTDIKIELINQLSQTGLSVIEVTSFVSSRWVPQMADHAEVMRGIRQYPGVRYPVLTPNLQGFQHAVAAGATEIAVFGAASESFSKKNINCSIEESMGRFQEVISSARHMDIPVRGYVSCALGCPYEGSITPQKVTEVSKRLYGMGCYEISLGDTIGVGTPGSMKMMLESVMKEIPPGALAVHCHDTYGQALANILTALQMGINVVDSAVSGLGGCPYAKGASGNVATEDLIYML.... Result: 0 (no interaction). (4) The miRNA is hsa-miR-182-3p with sequence UGGUUCUAGACUUGCCAACUA. The protein sequence of the target gene is MGKGGNQGEGSTERQAPMPTFRWEEIQKHNLRTDRWLVIDRKVYNVTKWSQRHPGGHRVIGHYSGEDATDAFRAFHLDLDFVGKFLKPLLIGELAPEEPSLDRGKSSQITEDFRALKKTAEDMNLFKTNHLFFFLLLSHIIVMESLAWFILSYFGTGWIPTLVTAFVLATSQAQAGWLQHDYGHLSVYKKSIWNHVVHKFVIGHLKGASANWWNHRHFQHHAKPNIFHKDPDIKSLHVFVLGEWQPLEYGKKKLKYLPYNHQHEYFFLIGPPLLIPMYFQYQIIMTMISRRDWVDLAWAI.... Result: 0 (no interaction). (5) Result: 0 (no interaction). The protein sequence of the target gene is MRSSASRLSSFSSRDSLWNRMPDQISVSEFIAETTEDYNSPTTSSFTTRLHNCRNTVTLLEEALDQDRTALQKVKKSVKAIYNSGQDHVQNEENYAQVLDKFGSNFLSRDNPDLGTAFVKFSTLTKELSTLLKNLLQGLSHNVIFTLDSLLKGDLKGVKGDLKKPFDKAWKDYETKFTKIEKEKREHAKQHGMIRTEITGAEIAEEMEKERRLFQLQMCEYLIKVNEIKTKKGVDLLQNLIKYYHAQCNFFQDGLKTADKLKQYIEKLAADLYNIKQTQDEEKKQLTALRDLIKSSLQLD.... The miRNA is hsa-miR-17-5p with sequence CAAAGUGCUUACAGUGCAGGUAG. (6) The miRNA is hsa-miR-200b-5p with sequence CAUCUUACUGGGCAGCAUUGGA. The protein sequence of the target gene is MAAENEASQESALGAYSPVDYMSITSFPRLPEDEPAPAAPLRGRKDEDAFLGDPDTDPDSFLKSARLQRLPSSSSEMGSQDGSPLRETRKDPFSAAAAECSCRQDGLTVIVTACLTFATGVTVALVMQIYFGDPQIFQQGAVVTDAARCTSLGIEVLSKQGSSVDAAVAAALCLGIVAPHSSGLGGGGVMLVHDIRRNESHLIDFRESAPGALREETLQRSWETKPGLLVGVPGMVKGLHEAHQLYGRLPWSQVLAFAAAVAQDGFNVTHDLARALAEQLPPNMSERFRETFLPSGRPPL.... Result: 0 (no interaction). (7) The miRNA is hsa-miR-6823-5p with sequence UCAGGGUUGGUAGGGGUUGCU. The protein sequence of the target gene is MASDSMSSKQARNHITKGKRQQQHQQIKNRSSISDGDGEDSFIFEANEAWKDFHGSLLRFYENGELCDVTLKVGSKLISCHKLVLACVIPYFRAMFLSEMAEAKQTLIEIRDFDGDAIEDLVKFVYSSRLTLTVDNVQPLLYAACILQVELVARACCEYMKLHFHPSNCLAVRAFAESHNRIDLMDMADQYACDHFTEVVECEDFVSVSPQHLHKLLSSSDLNIENEKQVYNAAIKWLLANPQHHSKWLDETLAQVRLPLLPVDFLMGVVAKEQIVKQNLKCRDLLDEARNYHLHLSSRA.... Result: 1 (interaction).